From a dataset of Forward reaction prediction with 1.9M reactions from USPTO patents (1976-2016). Predict the product of the given reaction. Given the reactants [N+](C1C=CC(O[C:11](=[O:37])[NH:12][C:13]2[CH:18]=[CH:17][C:16]([C:19]3[CH2:23][CH2:22][N:21]([C:24](=[O:36])[CH2:25][C:26]4[CH:31]=CC(OC)=C(OC)[CH:27]=4)[N:20]=3)=[CH:15][CH:14]=2)=CC=1)([O-])=O.[C:38]([O-:41])(=O)C.[NH4+].C([N:45](CC)CC)C.O.[CH2:51]1[CH2:55][O:54][CH2:53][CH2:52]1, predict the reaction product. The product is: [CH3:53][O:54][C:55]1[CH:31]=[C:26]([CH2:25][C:24]([N:21]2[CH2:22][CH2:23][C:19]([C:16]3[CH:15]=[CH:14][C:13]([NH:12][C:11]([NH2:45])=[O:37])=[CH:18][CH:17]=3)=[N:20]2)=[O:36])[CH:27]=[CH:52][C:51]=1[O:41][CH3:38].